This data is from Full USPTO retrosynthesis dataset with 1.9M reactions from patents (1976-2016). The task is: Predict the reactants needed to synthesize the given product. (1) Given the product [CH3:24][O:23][C:17]1[CH:16]=[C:15]([CH:14]=[C:8]([C:5]2[CH:6]=[CH:7][C:2]([NH:1][C:56](=[O:57])[C:55]3[CH:59]=[CH:60][CH:61]=[C:53]([OH:52])[CH:54]=3)=[CH:3][CH:4]=2)[C:9](=[O:10])[N:11]([CH3:13])[CH3:12])[CH:20]=[C:19]([O:21][CH3:22])[CH:18]=1, predict the reactants needed to synthesize it. The reactants are: [NH2:1][C:2]1[CH:7]=[CH:6][C:5]([C:8](=[CH:14][C:15]2[CH:20]=[C:19]([O:21][CH3:22])[CH:18]=[C:17]([O:23][CH3:24])[CH:16]=2)[C:9]([N:11]([CH3:13])[CH3:12])=[O:10])=[CH:4][CH:3]=1.F[P-](F)(F)(F)(F)F.N1(O[P+](N(C)C)(N(C)C)N(C)C)C2C=CC=CC=2N=N1.[OH:52][C:53]1[CH:54]=[C:55]([CH:59]=[CH:60][CH:61]=1)[C:56](O)=[O:57].C(N(CC)CC)C. (2) Given the product [NH2:1][C:2]1[C:3]2[N:21]([CH2:22][CH2:23][CH2:24][OH:25])[C:10]([NH:12][C:13]3[CH:18]=[CH:17][C:16]([Cl:19])=[CH:15][C:14]=3[Cl:20])=[N:9][C:4]=2[CH:5]=[C:6]([F:8])[CH:7]=1, predict the reactants needed to synthesize it. The reactants are: [NH2:1][C:2]1[C:3]([NH:21][CH2:22][CH2:23][CH2:24][OH:25])=[C:4]([NH:9][C:10]([NH:12][C:13]2[CH:18]=[CH:17][C:16]([Cl:19])=[CH:15][C:14]=2[Cl:20])=S)[CH:5]=[C:6]([F:8])[CH:7]=1.C(N(CC)CC)C.Cl.C(N=C=NCCCN(C)C)C. (3) Given the product [CH2:1]([N:3]([CH2:19][CH3:20])[CH2:4][CH2:5][N:6]1[CH2:11][CH2:10][C:9]2[NH:12][C:13]([CH:16]=[C:25]3[C:24]4[C:28](=[CH:29][C:30]([NH:31][C:32](=[O:37])[C:33]([OH:36])([CH3:34])[CH3:35])=[C:22]([F:21])[CH:23]=4)[NH:27][C:26]3=[O:38])=[C:14]([CH3:15])[C:8]=2[C:7]1=[O:18])[CH3:2], predict the reactants needed to synthesize it. The reactants are: [CH2:1]([N:3]([CH2:19][CH3:20])[CH2:4][CH2:5][N:6]1[CH2:11][CH2:10][C:9]2[NH:12][C:13]([CH:16]=O)=[C:14]([CH3:15])[C:8]=2[C:7]1=[O:18])[CH3:2].[F:21][C:22]1[CH:23]=[C:24]2[C:28](=[CH:29][C:30]=1[NH:31][C:32](=[O:37])[C:33]([OH:36])([CH3:35])[CH3:34])[NH:27][C:26](=[O:38])[CH2:25]2. (4) The reactants are: Br[C:2]1[CH:7]=[CH:6][C:5]([C:8]2([C:11]#[N:12])[CH2:10][CH2:9]2)=[CH:4][C:3]=1[F:13].C([O-])(=O)C.[K+].[B:19]1([B:19]2[O:23][C:22]([CH3:25])([CH3:24])[C:21]([CH3:27])([CH3:26])[O:20]2)[O:23][C:22]([CH3:25])([CH3:24])[C:21]([CH3:27])([CH3:26])[O:20]1. Given the product [F:13][C:3]1[CH:4]=[C:5]([C:8]2([C:11]#[N:12])[CH2:10][CH2:9]2)[CH:6]=[CH:7][C:2]=1[B:19]1[O:23][C:22]([CH3:25])([CH3:24])[C:21]([CH3:27])([CH3:26])[O:20]1, predict the reactants needed to synthesize it. (5) Given the product [ClH:1].[Cl:1][C:2]1[CH:3]=[C:4]([C:9]2[N:41]3[N:40]=[C:39]([NH:38][C:28]4[CH:29]=[CH:30][C:31]([N:32]5[CH:36]=[C:35]([CH3:37])[N:34]=[CH:33]5)=[C:26]([O:25][CH3:24])[CH:27]=4)[N:43]=[C:42]3[N:44]=[CH:12][CH:10]=2)[CH:5]=[CH:6][C:7]=1[F:8], predict the reactants needed to synthesize it. The reactants are: [Cl:1][C:2]1[CH:3]=[C:4]([C:9](=O)[CH3:10])[CH:5]=[CH:6][C:7]=1[F:8].[C:12](OC(N(C)C)N(C)C)(C)(C)C.[CH3:24][O:25][C:26]1[CH:27]=[C:28]([NH:38][C:39]2[NH:43][C:42]([NH2:44])=[N:41][N:40]=2)[CH:29]=[CH:30][C:31]=1[N:32]1[CH:36]=[C:35]([CH3:37])[N:34]=[CH:33]1. (6) Given the product [Cl:20][C:14]1[CH:13]=[CH:12][C:11]([NH:16][C:17]([NH:8][CH:4]([CH2:5][CH2:6][CH3:7])[CH2:3][CH2:2][CH3:1])=[O:18])=[CH:10][CH:15]=1, predict the reactants needed to synthesize it. The reactants are: [CH3:1][CH2:2][CH2:3][CH:4]([NH2:8])[CH2:5][CH2:6][CH3:7].Cl[C:10]1[CH:15]=[CH:14][CH:13]=[CH:12][C:11]=1[N:16]=[C:17]=[O:18].C(Cl)[Cl:20]. (7) The reactants are: [I-:1].[Ce+3:2].[I-].[I-].[C:5]([C:9]1[N-:10][C:11]([C:19]([CH3:23])([CH3:22])[CH2:20][CH3:21])=[C:12]([C:14]([CH3:18])([CH3:17])[CH2:15][CH3:16])[N:13]=1)([CH3:8])([CH3:7])[CH3:6].[K+].[CH2:25]1[CH2:29][O:28][CH2:27][CH2:26]1. Given the product [O:28]1[CH2:29][CH2:25][CH2:26][CH2:27]1.[O:28]1[CH2:29][CH2:25][CH2:26][CH2:27]1.[I-:1].[I-:1].[C:5]([C:9]1[N-:13][C:12]([C:14]([CH3:17])([CH3:18])[CH2:15][CH3:16])=[C:11]([C:19]([CH3:23])([CH3:22])[CH2:20][CH3:21])[N:10]=1)([CH3:8])([CH3:7])[CH3:6].[Ce+3:2], predict the reactants needed to synthesize it. (8) Given the product [Cl:31][CH2:32][CH2:33][CH2:34][S:35]([NH:1][CH2:2][C:3]1[C:4]([C:8]2[N:12]([C:13]3[CH:18]=[CH:17][C:16]([F:19])=[C:15]([Cl:20])[CH:14]=3)[C:11](=[O:21])[O:10][N:9]=2)=[N:5][O:6][N:7]=1)(=[O:37])=[O:36], predict the reactants needed to synthesize it. The reactants are: [NH2:1][CH2:2][C:3]1[C:4]([C:8]2[N:12]([C:13]3[CH:18]=[CH:17][C:16]([F:19])=[C:15]([Cl:20])[CH:14]=3)[C:11](=[O:21])[O:10][N:9]=2)=[N:5][O:6][N:7]=1.CCN(C(C)C)C(C)C.[Cl:31][CH2:32][CH2:33][CH2:34][S:35](Cl)(=[O:37])=[O:36].